Regression. Given a peptide amino acid sequence and an MHC pseudo amino acid sequence, predict their binding affinity value. This is MHC class I binding data. From a dataset of Peptide-MHC class I binding affinity with 185,985 pairs from IEDB/IMGT. (1) The peptide sequence is SNFTSTTVK. The MHC is HLA-B07:02 with pseudo-sequence HLA-B07:02. The binding affinity (normalized) is 0. (2) The peptide sequence is RFLYIIKLVF. The MHC is HLA-A26:01 with pseudo-sequence HLA-A26:01. The binding affinity (normalized) is 0.102. (3) The peptide sequence is YHRPLTGYM. The MHC is HLA-B57:01 with pseudo-sequence HLA-B57:01. The binding affinity (normalized) is 0.0847. (4) The peptide sequence is KYCWNLLQY. The MHC is HLA-B40:01 with pseudo-sequence HLA-B40:01. The binding affinity (normalized) is 0. (5) The peptide sequence is RLGWRTLDF. The MHC is HLA-B46:01 with pseudo-sequence HLA-B46:01. The binding affinity (normalized) is 0.0847. (6) The binding affinity (normalized) is 0.0847. The MHC is HLA-A02:12 with pseudo-sequence HLA-A02:12. The peptide sequence is RFNAIWFNH. (7) The peptide sequence is SILPISWAY. The MHC is HLA-A02:01 with pseudo-sequence HLA-A02:01. The binding affinity (normalized) is 0.0847.